This data is from Forward reaction prediction with 1.9M reactions from USPTO patents (1976-2016). The task is: Predict the product of the given reaction. (1) Given the reactants [F:1][C:2]1[CH:7]=[C:6]([N:8]2[CH:12]=[CH:11][CH:10]=[N:9]2)[CH:5]=[CH:4][C:3]=1[N:13]1[CH:18]=[C:17]([O:19][CH3:20])[C:16](=[O:21])[C:15]([C:22](N(OC)C)=[O:23])=[N:14]1.O1CCC[CH2:29]1.C[Mg]Br.[Cl-].[NH4+], predict the reaction product. The product is: [C:22]([C:15]1[C:16](=[O:21])[C:17]([O:19][CH3:20])=[CH:18][N:13]([C:3]2[CH:4]=[CH:5][C:6]([N:8]3[CH:12]=[CH:11][CH:10]=[N:9]3)=[CH:7][C:2]=2[F:1])[N:14]=1)(=[O:23])[CH3:29]. (2) Given the reactants CO[C:3]1[C:12]2[C:7](=[CH:8][CH:9]=[C:10]([C:13]([O:15][CH3:16])=[O:14])[CH:11]=2)[N:6]=[CH:5][CH:4]=1.P(Br)(Br)[Br:18].O.[OH-].[Na+], predict the reaction product. The product is: [Br:18][C:3]1[C:12]2[C:7](=[CH:8][CH:9]=[C:10]([C:13]([O:15][CH3:16])=[O:14])[CH:11]=2)[N:6]=[CH:5][CH:4]=1. (3) The product is: [CH3:25][O:23][C:6]1[CH:7]=[C:8]2[C:3]([C@@:2]3([CH3:1])[C@H:11]([CH2:10][S:9]2)[C@:12]2([CH3:22])[C@H:17]([C:16]([CH3:20])([CH3:21])[CH2:15][CH2:14][CH2:13]2)[CH2:18][CH2:19]3)=[C:4]([OH:24])[CH:5]=1. Given the reactants [CH3:1][C@@:2]12[CH2:19][CH2:18][C@@H:17]3[C@:12]([CH3:22])([CH2:13][CH2:14][CH2:15][C:16]3([CH3:21])[CH3:20])[C@H:11]1[CH2:10][S:9][C:8]1[C:3]2=[C:4]([OH:24])[CH:5]=[C:6]([OH:23])[CH:7]=1.[CH3:25][Si](C=[N+]=[N-])(C)C, predict the reaction product. (4) Given the reactants [CH:1]([C:4]1[CH:9]=[CH:8][CH:7]=[CH:6][C:5]=1[NH:10][C:11]([NH:13]/[N:14]=[CH:15]/[C:16]1[CH:21]=[CH:20][C:19]([C:22]2[N:26]=[CH:25][N:24]([C:27]3[CH:32]=[CH:31][C:30]([O:33][C:34]([F:37])([F:36])[F:35])=[CH:29][CH:28]=3)[N:23]=2)=[CH:18][CH:17]=1)=[S:12])([CH3:3])[CH3:2].[C:38](Cl)(=[O:41])[CH:39]=[CH2:40], predict the reaction product. The product is: [CH:1]([C:4]1[CH:9]=[CH:8][CH:7]=[CH:6][C:5]=1[N:10]1[C:38](=[O:41])[CH2:39][CH2:40][S:12]/[C:11]/1=[N:13]/[N:14]=[CH:15]\[C:16]1[CH:17]=[CH:18][C:19]([C:22]2[N:26]=[CH:25][N:24]([C:27]3[CH:28]=[CH:29][C:30]([O:33][C:34]([F:37])([F:35])[F:36])=[CH:31][CH:32]=3)[N:23]=2)=[CH:20][CH:21]=1)([CH3:3])[CH3:2]. (5) The product is: [CH2:8]([O:12][C:13]1[N:21]=[C:20]2[C:16]([N:17]=[C:18]([O:22][CH3:23])[N:19]2[CH2:32][CH2:33][CH:34]2[CH2:39][CH2:38][O:37][CH2:36][CH2:35]2)=[C:15]([NH2:24])[N:14]=1)[CH2:9][CH2:10][CH3:11]. Given the reactants FC(F)(F)C(O)=O.[CH2:8]([O:12][C:13]1[N:21]=[C:20]2[C:16]([N:17]=[C:18]([O:22][CH3:23])[NH:19]2)=[C:15]([NH2:24])[N:14]=1)[CH2:9][CH2:10][CH3:11].C(=O)([O-])[O-].[K+].[K+].Br[CH2:32][CH2:33][CH:34]1[CH2:39][CH2:38][O:37][CH2:36][CH2:35]1, predict the reaction product. (6) Given the reactants [Cl:1][C:2]1[C:7]([Cl:8])=[CH:6][CH:5]=[CH:4][C:3]=1[N:9]1[CH2:14][CH2:13][NH:12][CH2:11][CH2:10]1.Cl[CH2:16][CH2:17][CH2:18][C:19]1[C:27]2[C:22](=[CH:23][CH:24]=[C:25]([F:28])[CH:26]=2)[NH:21][CH:20]=1, predict the reaction product. The product is: [Cl:1][C:2]1[C:7]([Cl:8])=[CH:6][CH:5]=[CH:4][C:3]=1[N:9]1[CH2:14][CH2:13][N:12]([CH2:16][CH2:17][CH2:18][C:19]2[C:27]3[C:22](=[CH:23][CH:24]=[C:25]([F:28])[CH:26]=3)[NH:21][CH:20]=2)[CH2:11][CH2:10]1. (7) Given the reactants [Cl:1][C:2]1[S:6][C:5]([N:7](CC2C=CC(OC)=CC=2OC)[S:8]([C:11]2[CH:20]=[CH:19][C:14]([C:15]([O:17][CH3:18])=[O:16])=[C:13]([F:21])[CH:12]=2)(=[O:10])=[O:9])=[N:4][CH:3]=1.Cl, predict the reaction product. The product is: [Cl:1][C:2]1[S:6][C:5]([NH:7][S:8]([C:11]2[CH:20]=[CH:19][C:14]([C:15]([O:17][CH3:18])=[O:16])=[C:13]([F:21])[CH:12]=2)(=[O:10])=[O:9])=[N:4][CH:3]=1.